Predict the reactants needed to synthesize the given product. From a dataset of Full USPTO retrosynthesis dataset with 1.9M reactions from patents (1976-2016). (1) Given the product [NH:1]1[C:8]2[N:4]([N:5]=[CH:6][C:7]=2[CH2:9][CH2:10][NH:11][CH:12]=[O:13])[CH2:3][CH2:2]1, predict the reactants needed to synthesize it. The reactants are: [NH:1]1[C:8]2[N:4]([N:5]=[CH:6][C:7]=2[CH2:9][CH2:10][NH2:11])[CH2:3][CH2:2]1.[CH:12](OCC)=[O:13]. (2) Given the product [C:22]([N:14]1[C:15]2[C:20](=[CH:19][C:18]([Br:21])=[CH:17][CH:16]=2)[C@H:11]([NH2:10])[CH2:12][C@@H:13]1[CH3:25])(=[O:24])[CH3:23], predict the reactants needed to synthesize it. The reactants are: [Cl-].[Al+3].[Cl-].[Cl-].CC(OC(=O)[NH:10][C@H:11]1[C:20]2[C:15](=[CH:16][CH:17]=[C:18]([Br:21])[CH:19]=2)[N:14]([C:22](=[O:24])[CH3:23])[C@@H:13]([CH3:25])[CH2:12]1)C.C(N(CC)CC)C.CCOC(C)=O. (3) The reactants are: [F:1][C:2]1([F:17])[CH2:6][CH2:5][N:4]([C:7]2[N:15]=[C:14](F)[N:13]=[C:12]3[C:8]=2[N:9]=[CH:10][NH:11]3)[CH2:3]1.[C:18]([NH2:22])([CH3:21])([CH3:20])[CH3:19]. Given the product [C:18]([NH:22][C:14]1[N:13]=[C:12]2[C:8]([N:9]=[CH:10][NH:11]2)=[C:7]([N:4]2[CH2:5][CH2:6][C:2]([F:17])([F:1])[CH2:3]2)[N:15]=1)([CH3:21])([CH3:20])[CH3:19], predict the reactants needed to synthesize it. (4) Given the product [ClH:36].[CH2:24]([O:1][C:2]1[CH:3]=[C:4]([CH2:8][CH2:9][N:10]([CH2:17][CH:18]2[CH2:22][CH2:21][O:20][CH2:19]2)[CH2:11][C:12]([N:14]([CH3:16])[CH3:15])=[O:13])[CH:5]=[CH:6][CH:7]=1)[CH2:25][CH2:26][CH3:27], predict the reactants needed to synthesize it. The reactants are: [OH:1][C:2]1[CH:3]=[C:4]([CH2:8][CH2:9][N:10]([CH2:17][CH:18]2[CH2:22][CH2:21][O:20][CH2:19]2)[CH2:11][C:12]([N:14]([CH3:16])[CH3:15])=[O:13])[CH:5]=[CH:6][CH:7]=1.Br[CH2:24][CH2:25][CH2:26][CH3:27].C(=O)([O-])[O-].[K+].[K+].[I].[K].[ClH:36]. (5) Given the product [F:21][C:18]1[C:17]([C:22]2[CH:27]=[CH:26][CH:25]=[CH:24][CH:23]=2)=[C:16]([CH3:28])[C:15]([C:29]#[N:30])=[C:14]2[C:19]=1[O:20][C:41]([C:40]1[CH:39]=[CH:38][CH:37]=[CH:36][C:35]=1[OH:34])=[N:13]2, predict the reactants needed to synthesize it. The reactants are: C(N(C(C)C)CC)(C)C.ClCCl.[NH2:13][C:14]1[C:19]([OH:20])=[C:18]([F:21])[C:17]([C:22]2[CH:27]=[CH:26][CH:25]=[CH:24][CH:23]=2)=[C:16]([CH3:28])[C:15]=1[C:29]#[N:30].CC([O:34][C:35]1[C:40]([C:41](Cl)=O)=[CH:39][CH:38]=[CH:37][CH:36]=1)=O.